From a dataset of Full USPTO retrosynthesis dataset with 1.9M reactions from patents (1976-2016). Predict the reactants needed to synthesize the given product. (1) Given the product [CH2:20]([O:19][C:17]([CH2:16][C:8]([CH2:22][CH:23]([CH3:24])[CH3:25])([C:6]([OH:7])=[O:5])[C:9]([OH:11])=[O:10])=[O:18])[CH3:21], predict the reactants needed to synthesize it. The reactants are: C([O:5][C:6]([C:8]([CH2:22][CH:23]([CH3:25])[CH3:24])([CH2:16][C:17]([O:19][CH2:20][CH3:21])=[O:18])[C:9]([O:11]C(C)(C)C)=[O:10])=[O:7])(C)(C)C. (2) Given the product [CH2:17]([O:19][C:20](=[O:32])[CH2:21][C:22]1[CH:27]=[CH:26][C:25]([NH:28][C:2]2[C:3]3[CH2:16][CH2:15][CH2:14][C:4]=3[N:5]=[C:6]([C:8]3[S:9][C:10]([Cl:13])=[CH:11][CH:12]=3)[N:7]=2)=[C:24]([N+:29]([O-:31])=[O:30])[CH:23]=1)[CH3:18], predict the reactants needed to synthesize it. The reactants are: Cl[C:2]1[C:3]2[CH2:16][CH2:15][CH2:14][C:4]=2[N:5]=[C:6]([C:8]2[S:9][C:10]([Cl:13])=[CH:11][CH:12]=2)[N:7]=1.[CH2:17]([O:19][C:20](=[O:32])[CH2:21][C:22]1[CH:27]=[CH:26][C:25]([NH2:28])=[C:24]([N+:29]([O-:31])=[O:30])[CH:23]=1)[CH3:18].C(=O)([O-])[O-].[Cs+].[Cs+].C1C=CC(P(C2C(C3C(P(C4C=CC=CC=4)C4C=CC=CC=4)=CC=C4C=3C=CC=C4)=C3C(C=CC=C3)=CC=2)C2C=CC=CC=2)=CC=1. (3) Given the product [C:1]1([C:7]2[O:8][C:9]([CH3:35])=[C:10]([CH2:12][O:13][C:14]3[CH:15]=[CH:16][C:17]([CH2:18][O:19][C:20]4[C:24]([CH2:25][OH:26])=[CH:23][N:22]([C:27]5[CH:32]=[CH:31][CH:30]=[CH:29][CH:28]=5)[N:21]=4)=[CH:33][CH:34]=3)[N:11]=2)[CH:2]=[CH:3][CH:4]=[CH:5][CH:6]=1, predict the reactants needed to synthesize it. The reactants are: [C:1]1([C:7]2[O:8][C:9]([CH3:35])=[C:10]([CH2:12][O:13][C:14]3[CH:34]=[CH:33][C:17]([CH2:18][O:19][C:20]4[C:24]([CH:25]=[O:26])=[CH:23][N:22]([C:27]5[CH:32]=[CH:31][CH:30]=[CH:29][CH:28]=5)[N:21]=4)=[CH:16][CH:15]=3)[N:11]=2)[CH:6]=[CH:5][CH:4]=[CH:3][CH:2]=1.C(O)C.[BH4-].[Na+].O.